From a dataset of CYP3A4 inhibition data for predicting drug metabolism from PubChem BioAssay. Regression/Classification. Given a drug SMILES string, predict its absorption, distribution, metabolism, or excretion properties. Task type varies by dataset: regression for continuous measurements (e.g., permeability, clearance, half-life) or binary classification for categorical outcomes (e.g., BBB penetration, CYP inhibition). Dataset: cyp3a4_veith. (1) The compound is C[C@@]12C=CC(=O)C=C1CC[C@@H]1[C@@H]2C(=O)C[C@]2(C)[C@@H]1CC[C@]2(O)C(=O)CO. The result is 0 (non-inhibitor). (2) The drug is O=C(CSc1nc2ccccc2c(=O)n1NC(=O)c1ccccc1)c1ccc(Cl)cc1. The result is 1 (inhibitor). (3) The compound is C#CCOC(=O)NC(/C=C/CCCC)c1ccccc1. The result is 1 (inhibitor). (4) The molecule is CCC(C)Nc1nc(OCC(F)(F)F)nc(OCC(F)(F)F)n1. The result is 0 (non-inhibitor). (5) The compound is COc1cccc(Cn2c(=O)c(C)nc3cnc(OC)nc32)c1. The result is 1 (inhibitor). (6) The molecule is C=CC[C@@H]1C=C[C@H](O/N=C\[C@@H](C)[C@H](OCc2ccccc2)C(C)C)[C@H](CO)O1. The result is 1 (inhibitor). (7) The compound is O=[N+]([O-])c1ccc2c(c1)c(S(=O)(=O)O)cc1nonc12. The result is 0 (non-inhibitor).